From a dataset of Reaction yield outcomes from USPTO patents with 853,638 reactions. Predict the reaction yield, written as a fraction of the theoretical maximum amount of product (1.0 means a 100% yield; for example, 0.34 means a 34% yield). (1) The reactants are [CH:1]([C:4]1[N:5]([C:21]2[CH:26]=[CH:25][CH:24]=[CH:23][CH:22]=2)[C:6](=[O:20])[C:7]2[C:8](=[O:19])[C:9]3[CH:18]=[CH:17][CH:16]=[CH:15][C:10]=3[N:11]([CH3:14])[C:12]=2[CH:13]=1)([CH3:3])[CH3:2].[Br:27]N1C(=O)CCC1=O.C(O)(=O)C. The catalyst is N1C=CC=CC=1.[Cl-].[Cl-].[Cl-].[Al+3]. The product is [Br:27][C:13]1[C:12]2[N:11]([CH3:14])[C:10]3[CH:15]=[CH:16][CH:17]=[CH:18][C:9]=3[C:8](=[O:19])[C:7]=2[C:6](=[O:20])[N:5]([C:21]2[CH:22]=[CH:23][CH:24]=[CH:25][CH:26]=2)[C:4]=1[CH:1]([CH3:3])[CH3:2]. The yield is 0.810. (2) The reactants are [Br:1][C:2]1[CH:8]=[CH:7][C:5]([NH2:6])=[C:4]([F:9])[CH:3]=1.C(N(C(C)C)CC)(C)C.[Cl:19][C:20]1[CH:25]=[C:24](Cl)[N:23]=[CH:22][N:21]=1.CO.C(Cl)(Cl)Cl. The catalyst is CCO. The product is [Br:1][C:2]1[CH:8]=[CH:7][C:5]([NH:6][C:24]2[CH:25]=[C:20]([Cl:19])[N:21]=[CH:22][N:23]=2)=[C:4]([F:9])[CH:3]=1. The yield is 0.370. (3) The reactants are Br[C:2]1[CH:7]=[CH:6][CH:5]=[CH:4][C:3]=1[CH:8]([C:10]1[CH:11]=[N:12][CH:13]=[CH:14][CH:15]=1)[OH:9].C1COCC1.[Li]CCCC.[SiH:26](Cl)([CH2:29][CH3:30])[CH2:27][CH3:28]. The catalyst is CCOCC. The product is [CH2:27]([Si:26]1([CH2:29][CH3:30])[C:2]2[CH:7]=[CH:6][CH:5]=[CH:4][C:3]=2[CH:8]([C:10]2[CH:11]=[N:12][CH:13]=[CH:14][CH:15]=2)[O:9]1)[CH3:28]. The yield is 0.510. (4) The reactants are [CH3:1][C:2]([CH3:39])([CH3:38])[C:3]([O:5][C:6]1[CH:11]=[CH:10][C:9]([C:12]([C:25]2[CH:30]=[CH:29][C:28]([O:31][C:32](=[O:37])[C:33]([CH3:36])([CH3:35])[CH3:34])=[CH:27][CH:26]=2)=[C:13]([C:18]2[CH:23]=[CH:22][C:21]([OH:24])=[CH:20][CH:19]=2)[CH2:14][CH2:15][CH2:16][CH3:17])=[CH:8][CH:7]=1)=[O:4].C([O-])([O-])=O.[K+].[K+].O.Cl.Cl[CH2:49][CH2:50][N:51]1[CH2:56][CH2:55][CH2:54][CH2:53][CH2:52]1. The catalyst is CC(C)=O. The product is [CH3:34][C:33]([CH3:36])([CH3:35])[C:32]([O:31][C:28]1[CH:27]=[CH:26][C:25]([C:12]([C:9]2[CH:8]=[CH:7][C:6]([O:5][C:3](=[O:4])[C:2]([CH3:38])([CH3:1])[CH3:39])=[CH:11][CH:10]=2)=[C:13]([C:18]2[CH:23]=[CH:22][C:21]([O:24][CH2:49][CH2:50][N:51]3[CH2:56][CH2:55][CH2:54][CH2:53][CH2:52]3)=[CH:20][CH:19]=2)[CH2:14][CH2:15][CH2:16][CH3:17])=[CH:30][CH:29]=1)=[O:37]. The yield is 0.300. (5) The reactants are C1(C)C=CC(S(O)(=O)=O)=CC=1.[CH3:12][C:13]1[C:21]([C:22]2[S:23]C(C3NC=NN=3)=C(C3C=CC=CC=3)[N:26]=2)=[C:16]2[CH:17]=[CH:18][CH:19]=[CH:20][N:15]2[N:14]=1.Cl[CH:39]([C:45]([O:47]CC)=O)[C:40]([O:42][CH2:43][CH3:44])=[O:41]. The catalyst is CC(O)C. The product is [OH:47][C:45]1[N:26]=[C:22]([C:21]2[C:13]([CH3:12])=[N:14][N:15]3[CH:20]=[CH:19][CH:18]=[CH:17][C:16]=23)[S:23][C:39]=1[C:40]([O:42][CH2:43][CH3:44])=[O:41]. The yield is 0.640. (6) The reactants are [NH2:1][C:2]1[CH:11]=[CH:10][C:5]([C:6]([O:8][CH3:9])=[O:7])=[C:4]([N+:12]([O-:14])=[O:13])[CH:3]=1.[C:15](N1C=CC=CC1=O)(N1C=CC=CC1=O)=[S:16]. The catalyst is ClCCl. The product is [CH3:9][O:8][C:6]([C:5]1[CH:10]=[CH:11][C:2]([N:1]=[C:15]=[S:16])=[CH:3][C:4]=1[N+:12]([O-:14])=[O:13])=[O:7]. The yield is 0.690. (7) The reactants are [CH:1](=[C:8]1[NH:12][C:11](=[O:13])[C:10]([N:14]=[O:15])=[C:9]1OC)[C:2]1[CH:7]=[CH:6][CH:5]=[CH:4][CH:3]=1.[NH2:18][C:19]1[CH:24]=[CH:23][CH:22]=[CH:21][CH:20]=1. The catalyst is CO. The product is [CH:1](=[C:8]1[NH:12][C:11](=[O:13])[C:10]([N:14]=[O:15])=[C:9]1[NH:18][C:19]1[CH:24]=[CH:23][CH:22]=[CH:21][CH:20]=1)[C:2]1[CH:7]=[CH:6][CH:5]=[CH:4][CH:3]=1. The yield is 0.300.